From a dataset of Forward reaction prediction with 1.9M reactions from USPTO patents (1976-2016). Predict the product of the given reaction. (1) Given the reactants [CH:1]([C:3]1[CH:4]=[C:5](B(O)O)[CH:6]=[C:7]([CH:9]=[O:10])[CH:8]=1)=[O:2].Br[C:15]1[CH:16]=[C:17]2[C:21](=[CH:22][CH:23]=1)[NH:20][C:19]1[C:24]([CH3:28])=[N:25][CH:26]=[CH:27][C:18]2=1, predict the reaction product. The product is: [CH:1]([C:3]1[CH:4]=[C:5]([C:15]2[CH:16]=[C:17]3[C:21](=[CH:22][CH:23]=2)[NH:20][C:19]2[C:24]([CH3:28])=[N:25][CH:26]=[CH:27][C:18]3=2)[CH:6]=[C:7]([CH:9]=[O:10])[CH:8]=1)=[O:2]. (2) Given the reactants [F:1][C:2]1[CH:25]=[CH:24][CH:23]=[CH:22][C:3]=1[CH2:4][N:5]1[C:13]2[C:8](=[CH:9][CH:10]=[CH:11][CH:12]=2)[C:7]([C:14]2[N:19]=[C:18]([NH2:20])[CH:17]=[C:16]([NH2:21])[N:15]=2)=[N:6]1.C(N(CC)CC)C.[C:33](OC(=O)C)(=[O:35])[CH3:34], predict the reaction product. The product is: [NH2:20][C:18]1[N:19]=[C:14]([C:7]2[C:8]3[C:13](=[CH:12][CH:11]=[CH:10][CH:9]=3)[N:5]([CH2:4][C:3]3[CH:22]=[CH:23][CH:24]=[CH:25][C:2]=3[F:1])[N:6]=2)[N:15]=[C:16]([NH:21][C:33](=[O:35])[CH3:34])[CH:17]=1.